This data is from Full USPTO retrosynthesis dataset with 1.9M reactions from patents (1976-2016). The task is: Predict the reactants needed to synthesize the given product. (1) Given the product [Cl:1][C:2]1[CH:19]=[CH:18][C:17]([C:20]2[CH:24]=[C:23]([CH3:25])[N:22]([CH2:31][CH:29]([OH:30])[CH2:28][O:27][CH3:26])[N:21]=2)=[CH:16][C:3]=1[C:4]([NH:6][CH2:7][C:8]1([OH:15])[CH2:14][CH2:13][CH2:12][CH2:11][CH2:10][CH2:9]1)=[O:5], predict the reactants needed to synthesize it. The reactants are: [Cl:1][C:2]1[CH:19]=[CH:18][C:17]([C:20]2[CH:24]=[C:23]([CH3:25])[NH:22][N:21]=2)=[CH:16][C:3]=1[C:4]([NH:6][CH2:7][C:8]1([OH:15])[CH2:14][CH2:13][CH2:12][CH2:11][CH2:10][CH2:9]1)=[O:5].[CH3:26][O:27][CH2:28][CH:29]1[CH2:31][O:30]1. (2) Given the product [F:18][C:19]1[CH:20]=[C:21]([N:26]2[C:34]3[C:29](=[CH:30][C:31]([C:35]([N:59]4[CH2:54][CH:55]([N:60]5[CH2:6][CH2:7][N:8]([C:11]([C:13]6[S:14][CH:15]=[CH:16][N:17]=6)=[O:12])[CH2:9][CH2:10]5)[CH2:58]4)=[O:37])=[CH:32][CH:33]=3)[CH:28]=[CH:27]2)[CH:22]=[CH:23][C:24]=1[F:25], predict the reactants needed to synthesize it. The reactants are: N1CC(C2[CH2:10][CH2:9][N:8]([C:11]([C:13]3[S:14][CH:15]=[CH:16][N:17]=3)=[O:12])[CH2:7][CH2:6]2)C1.[F:18][C:19]1[CH:20]=[C:21]([N:26]2[C:34]3[C:29](=[CH:30][C:31]([C:35]([OH:37])=O)=[CH:32][CH:33]=3)[CH:28]=[CH:27]2)[CH:22]=[CH:23][C:24]=1[F:25].CCN(CC)CC.CN(C(ON1N=[N:60][C:55]2C=C[CH:58]=[N:59][C:54]1=2)=[N+](C)C)C.F[P-](F)(F)(F)(F)F. (3) Given the product [CH2:1]([N:8]1[C:20]2[CH:19]=[CH:18][C:17]([C:21]3[CH:22]=[CH:23][C:24]([O:27][CH2:35][C:36]#[N:37])=[CH:25][CH:26]=3)=[CH:16][C:15]=2[C:14]2[CH2:13][CH2:12][CH2:11][CH2:10][C:9]1=2)[C:2]1[CH:3]=[CH:4][CH:5]=[CH:6][CH:7]=1, predict the reactants needed to synthesize it. The reactants are: [CH2:1]([N:8]1[C:20]2[CH:19]=[CH:18][C:17]([C:21]3[CH:26]=[CH:25][C:24]([OH:27])=[CH:23][CH:22]=3)=[CH:16][C:15]=2[C:14]2[CH2:13][CH2:12][CH2:11][CH2:10][C:9]1=2)[C:2]1[CH:7]=[CH:6][CH:5]=[CH:4][CH:3]=1.C([O-])([O-])=O.[K+].[K+].Br[CH2:35][C:36]#[N:37]. (4) Given the product [ClH:1].[ClH:1].[CH3:2][O:6][C:7](=[O:35])[CH2:8][CH:9]([NH2:34])[CH:10]1[O:14][N:13]=[C:12]([C:15]2[CH:16]=[CH:17][C:18]([O:21][CH2:22][C:23]3[C:32]4[C:27](=[CH:28][CH:29]=[CH:30][CH:31]=4)[N:26]=[C:25]([CH3:33])[CH:24]=3)=[CH:19][CH:20]=2)[CH2:11]1, predict the reactants needed to synthesize it. The reactants are: [ClH:1].[C:2]([O:6][C:7](=[O:35])[CH2:8][CH:9]([NH2:34])[CH:10]1[O:14][N:13]=[C:12]([C:15]2[CH:20]=[CH:19][C:18]([O:21][CH2:22][C:23]3[C:32]4[C:27](=[CH:28][CH:29]=[CH:30][CH:31]=4)[N:26]=[C:25]([CH3:33])[CH:24]=3)=[CH:17][CH:16]=2)[CH2:11]1)(C)(C)C. (5) Given the product [CH3:12][O:11][C:9]1[CH:8]=[CH:7][C:5]([NH2:6])=[C:4]([SH:3])[CH:10]=1, predict the reactants needed to synthesize it. The reactants are: NC1[S:3][C:4]2[CH:10]=[C:9]([O:11][CH3:12])[CH:8]=[CH:7][C:5]=2[N:6]=1.C(O)CO.[OH-].[K+].C1(C)C=CC=CC=1. (6) Given the product [CH3:1][O:2][C:3](=[O:44])[CH2:4][C@H:5]([OH:43])[CH2:6][C@H:7]([OH:42])[CH2:8][CH2:9][C:10]1[N:11]([CH:39]([CH3:41])[CH3:40])[C:12]([C:28](=[O:38])[NH:29][CH2:30][C:31]2[CH:36]=[CH:35][C:34]([F:37])=[CH:33][CH:32]=2)=[C:13]([C:22]2[CH:27]=[CH:26][CH:25]=[CH:24][CH:23]=2)[C:14]=1[C:15]1[CH:16]=[CH:17][C:18]([F:21])=[CH:19][CH:20]=1, predict the reactants needed to synthesize it. The reactants are: [CH3:1][O:2][C:3](=[O:44])[CH2:4][C@H:5]([OH:43])[CH2:6][C@H:7]([OH:42])[CH:8]=[CH:9][C:10]1[N:11]([CH:39]([CH3:41])[CH3:40])[C:12]([C:28](=[O:38])[NH:29][CH2:30][C:31]2[CH:36]=[CH:35][C:34]([F:37])=[CH:33][CH:32]=2)=[C:13]([C:22]2[CH:27]=[CH:26][CH:25]=[CH:24][CH:23]=2)[C:14]=1[C:15]1[CH:20]=[CH:19][C:18]([F:21])=[CH:17][CH:16]=1. (7) Given the product [CH:1]1([C:7]2[C:8]3[CH:9]=[CH:10][C:11]([C:32]([NH:48][S:49]([N:37]([CH3:41])[CH3:35])(=[O:51])=[O:50])=[O:33])=[CH:12][C:13]=3[N:14]3[CH2:20][C:19]([C:21]4[O:22][CH:23]=[CH:24][N:25]=4)=[CH:18][C:17]4[CH:26]=[C:27]([O:30][CH3:31])[CH:28]=[CH:29][C:16]=4[C:15]=23)[CH2:6][CH2:5][CH2:4][CH2:3][CH2:2]1, predict the reactants needed to synthesize it. The reactants are: [CH:1]1([C:7]2[C:8]3[CH:9]=[CH:10][C:11]([C:32](O)=[O:33])=[CH:12][C:13]=3[N:14]3[CH2:20][C:19]([C:21]4[O:22][CH:23]=[CH:24][N:25]=4)=[CH:18][C:17]4[CH:26]=[C:27]([O:30][CH3:31])[CH:28]=[CH:29][C:16]=4[C:15]=23)[CH2:6][CH2:5][CH2:4][CH2:3][CH2:2]1.[C:35](N1C=CN=C1)([N:37]1[CH:41]=CN=C1)=O.C[NH:48][S:49](NC)(=[O:51])=[O:50].C1CCN2C(=NCCC2)CC1. (8) Given the product [F:1][C:2]1[CH:10]=[C:9]2[C:5]([C:6]([CH:23]=[O:24])=[CH:7][N:8]2[CH3:11])=[CH:4][C:3]=1[C:12]([F:15])([F:13])[F:14], predict the reactants needed to synthesize it. The reactants are: [F:1][C:2]1[CH:10]=[C:9]2[C:5]([CH:6]=[CH:7][N:8]2[CH3:11])=[CH:4][C:3]=1[C:12]([F:15])([F:14])[F:13].P(Cl)(Cl)(Cl)=O.CN(C)[CH:23]=[O:24].